Predict which catalyst facilitates the given reaction. From a dataset of Catalyst prediction with 721,799 reactions and 888 catalyst types from USPTO. (1) Reactant: [CH3:1][NH:2][C:3]1[CH:8]=[CH:7][C:6]([N+:9]([O-:11])=[O:10])=[C:5]([N:12]2[CH2:17][CH2:16][CH2:15][CH2:14][CH2:13]2)[CH:4]=1.C(N(CC)CC)C.[S:25](Cl)([CH3:28])(=[O:27])=[O:26]. Product: [CH3:1][N:2]([C:3]1[CH:8]=[CH:7][C:6]([N+:9]([O-:11])=[O:10])=[C:5]([N:12]2[CH2:17][CH2:16][CH2:15][CH2:14][CH2:13]2)[CH:4]=1)[S:25]([CH3:28])(=[O:27])=[O:26]. The catalyst class is: 366. (2) Reactant: C1[O:10][C:4]2([CH2:9][CH2:8][NH:7][CH2:6][CH2:5]2)OC1.[F:11][C:12]([F:26])([F:25])[C:13]1[CH:14]=[C:15]([CH:18]=[C:19]([C:21]([F:24])([F:23])[F:22])[CH:20]=1)[CH2:16]Br.C(=O)([O-])[O-].[K+].[K+]. Product: [F:11][C:12]([F:25])([F:26])[C:13]1[CH:14]=[C:15]([CH:18]=[C:19]([C:21]([F:24])([F:22])[F:23])[CH:20]=1)[CH2:16][N:7]1[CH2:6][CH2:5][C:4](=[O:10])[CH2:9][CH2:8]1. The catalyst class is: 9.